This data is from Reaction yield outcomes from USPTO patents with 853,638 reactions. The task is: Predict the reaction yield, written as a fraction of the theoretical maximum amount of product (1.0 means a 100% yield; for example, 0.34 means a 34% yield). (1) The reactants are [CH3:1][NH2:2].CO.Cl[C:6]1[N:7]=[C:8]([C:16]2[CH:21]=[CH:20][C:19]([C:22]([F:25])([F:24])[F:23])=[CH:18][CH:17]=2)[C:9]2[CH:14]=[C:13]([CH3:15])[S:12][C:10]=2[N:11]=1. The catalyst is C1COCC1. The product is [CH3:15][C:13]1[S:12][C:10]2[N:11]=[C:6]([NH:2][CH3:1])[N:7]=[C:8]([C:16]3[CH:21]=[CH:20][C:19]([C:22]([F:25])([F:24])[F:23])=[CH:18][CH:17]=3)[C:9]=2[CH:14]=1. The yield is 0.870. (2) The reactants are [Cl:1][C:2]1[CH:7]=[C:6](Cl)[N:5]=[CH:4][C:3]=1[C:9]([NH:11][C:12]1[CH:13]=[N:14][CH:15]=[CH:16][CH:17]=1)=[O:10].[CH2:18]([NH:20][C:21]([NH2:23])=[O:22])[CH3:19].CC(C)([O-])C.[K+].CC1(C)C2C(=C(P(C3C=CC=CC=3)C3C=CC=CC=3)C=CC=2)OC2C(P(C3C=CC=CC=3)C3C=CC=CC=3)=CC=CC1=2. The catalyst is O1CCOCC1.C(#N)C.C(=CC(C=CC1C=CC=CC=1)=O)C1C=CC=CC=1.C(=CC(C=CC1C=CC=CC=1)=O)C1C=CC=CC=1.[Pd]. The product is [Cl:1][C:2]1[CH:7]=[C:6]([NH:23][C:21](=[O:22])[NH:20][CH2:18][CH3:19])[N:5]=[CH:4][C:3]=1[C:9]([NH:11][C:12]1[CH:13]=[N:14][CH:15]=[CH:16][CH:17]=1)=[O:10]. The yield is 0.200. (3) The reactants are N#N.[CH3:3][O:4][C:5](=[O:13])[CH2:6][C:7]1[S:8][C:9](Br)=[CH:10][CH:11]=1.[N+:14]([C:17]1[CH:18]=[C:19](B(O)O)[CH:20]=[CH:21][CH:22]=1)([O-:16])=[O:15].C([O-])([O-])=O.[Na+].[Na+]. The catalyst is C1(C)C=CC=CC=1.CCO.[Pd].C1(P(C2C=CC=CC=2)C2C=CC=CC=2)C=CC=CC=1.C1(P(C2C=CC=CC=2)C2C=CC=CC=2)C=CC=CC=1.C1(P(C2C=CC=CC=2)C2C=CC=CC=2)C=CC=CC=1.C1(P(C2C=CC=CC=2)C2C=CC=CC=2)C=CC=CC=1. The product is [CH3:3][O:4][C:5](=[O:13])[CH2:6][C:7]1[S:8][C:9]([C:21]2[CH:20]=[CH:19][CH:18]=[C:17]([N+:14]([O-:16])=[O:15])[CH:22]=2)=[CH:10][CH:11]=1. The yield is 0.580. (4) The reactants are Br[C:2]1[CH:7]=[CH:6][C:5]([CH:8]2[S:14][CH2:13][CH2:12][NH:11][C:10]3[N:15]([CH3:24])[N:16]=[C:17]([C:18]4[CH:23]=[CH:22][CH:21]=[CH:20][N:19]=4)[C:9]2=3)=[C:4]([Cl:25])[CH:3]=1.[CH3:26][C:27]([CH3:29])=[O:28].CO. The catalyst is C1COCC1. The product is [Cl:25][C:4]1[CH:3]=[C:2]([C:27]([OH:28])([CH3:29])[CH3:26])[CH:7]=[CH:6][C:5]=1[CH:8]1[S:14][CH2:13][CH2:12][NH:11][C:10]2[N:15]([CH3:24])[N:16]=[C:17]([C:18]3[CH:23]=[CH:22][CH:21]=[CH:20][N:19]=3)[C:9]1=2. The yield is 0.390. (5) The reactants are Br[C:2]1[CH:26]=[CH:25][C:24]([C:27]([F:30])([F:29])[F:28])=[CH:23][C:3]=1[C:4](/[N:6]=[C:7]1/[N:8]([CH2:17][C@H:18]2[CH2:22][CH2:21][CH2:20][O:19]2)[N:9]([CH3:16])[C:10]([C:12]([CH3:15])([CH3:14])[CH3:13])=[CH:11]/1)=[O:5].[CH3:31][O:32][CH2:33]/[CH:34]=[CH:35]/B1OC(C)(C)C(C)(C)O1.[F-].[Cs+].C(OCC)(=O)C. The catalyst is C(COC)OC.CO. The product is [C:12]([C:10]1[N:9]([CH3:16])[N:8]([CH2:17][C@H:18]2[CH2:22][CH2:21][CH2:20][O:19]2)/[C:7](=[N:6]/[C:4](=[O:5])[C:3]2[CH:23]=[C:24]([C:27]([F:30])([F:29])[F:28])[CH:25]=[CH:26][C:2]=2/[CH:35]=[CH:34]/[CH2:33][O:32][CH3:31])/[CH:11]=1)([CH3:15])([CH3:14])[CH3:13]. The yield is 0.520. (6) The reactants are [N:1]1([C:6]([NH:8][C:9]2[NH:10][C:11]([CH3:16])=[CH:12][C:13](=[O:15])[N:14]=2)=[O:7])[CH:5]=[CH:4]N=C1.C[O:18][CH2:19][CH2:20][O:21][CH2:22][CH2:23][O:24][CH2:25][CH2:26][O:27][CH2:28][CH2:29][O:30][CH2:31][CH2:32][O:33][CH2:34][CH2:35][O:36][CH2:37]CN. The catalyst is C(OCC)(=O)C. The product is [CH3:37][O:36][CH2:35][CH2:34][O:33][CH2:32][CH2:31][O:30][CH2:29][CH2:28][O:27][CH2:26][CH2:25][O:24][CH2:23][CH2:22][O:21][CH2:20][CH2:19][O:18][CH2:4][CH2:5][NH:1][C:6]([NH:8][C:9]1[NH:10][C:11]([CH3:16])=[CH:12][C:13](=[O:15])[N:14]=1)=[O:7]. The yield is 0.600.